This data is from Forward reaction prediction with 1.9M reactions from USPTO patents (1976-2016). The task is: Predict the product of the given reaction. (1) Given the reactants [CH:1]1([C:4]([N:6]([CH2:9][C:10]2[CH:15]=[C:14]([C:16]([F:19])([F:18])[F:17])[CH:13]=[CH:12][C:11]=2[C:20]2[C:25]([O:26][CH3:27])=[CH:24][CH:23]=[C:22]([CH:28]([CH3:32])[C:29](O)=[O:30])[CH:21]=2)[CH2:7][CH3:8])=[O:5])[CH2:3][CH2:2]1.C(N(CC)CC)C.C(Cl)(=O)C([Cl:43])=O, predict the reaction product. The product is: [CH:1]1([C:4]([N:6]([CH2:9][C:10]2[CH:15]=[C:14]([C:16]([F:19])([F:18])[F:17])[CH:13]=[CH:12][C:11]=2[C:20]2[C:25]([O:26][CH3:27])=[CH:24][CH:23]=[C:22]([CH:28]([CH3:32])[C:29]([Cl:43])=[O:30])[CH:21]=2)[CH2:7][CH3:8])=[O:5])[CH2:3][CH2:2]1. (2) Given the reactants Cl[C:2]1[N:3]=[C:4]([N:24]2[CH2:29][CH2:28][O:27][CH2:26][CH2:25]2)[C:5]2[S:10][C:9]([C:11]3[CH:12]=[C:13]([S:17]([CH2:20][C@@H:21]([OH:23])[CH3:22])(=[O:19])=[O:18])[CH:14]=[CH:15][CH:16]=3)=[CH:8][C:6]=2[N:7]=1.[NH2:30][C:31]1[CH:36]=[CH:35][C:34](B2OC(C)(C)C(C)(C)O2)=[CH:33][N:32]=1, predict the reaction product. The product is: [NH2:30][C:31]1[N:32]=[CH:33][C:34]([C:2]2[N:3]=[C:4]([N:24]3[CH2:29][CH2:28][O:27][CH2:26][CH2:25]3)[C:5]3[S:10][C:9]([C:11]4[CH:12]=[C:13]([S:17]([CH2:20][C@@H:21]([OH:23])[CH3:22])(=[O:19])=[O:18])[CH:14]=[CH:15][CH:16]=4)=[CH:8][C:6]=3[N:7]=2)=[CH:35][CH:36]=1.